From a dataset of Full USPTO retrosynthesis dataset with 1.9M reactions from patents (1976-2016). Predict the reactants needed to synthesize the given product. Given the product [CH3:19][N:20]([CH3:39])[C:21]([C:23]1[N:32]([CH:33]2[CH2:38][CH2:37][CH2:36][CH2:35][CH2:34]2)[C:26]2[N:27]=[C:28]([NH:1][C:2]3[CH:3]=[CH:4][C:5]([N:8]4[CH2:13][CH2:12][N:11]5[CH2:14][CH2:15][CH2:16][CH2:17][CH:10]5[C:9]4=[O:18])=[CH:6][N:7]=3)[N:29]=[CH:30][C:25]=2[CH:24]=1)=[O:22], predict the reactants needed to synthesize it. The reactants are: [NH2:1][C:2]1[N:7]=[CH:6][C:5]([N:8]2[CH2:13][CH2:12][N:11]3[CH2:14][CH2:15][CH2:16][CH2:17][CH:10]3[C:9]2=[O:18])=[CH:4][CH:3]=1.[CH3:19][N:20]([CH3:39])[C:21]([C:23]1[N:32]([CH:33]2[CH2:38][CH2:37][CH2:36][CH2:35][CH2:34]2)[C:26]2[N:27]=[C:28](Cl)[N:29]=[CH:30][C:25]=2[CH:24]=1)=[O:22].